From a dataset of Catalyst prediction with 721,799 reactions and 888 catalyst types from USPTO. Predict which catalyst facilitates the given reaction. (1) Reactant: Cl[C:2]1[C:7]([I:8])=[C:6]([C:9]([F:12])([F:11])[F:10])[N:5]=[C:4]([CH3:13])[N:3]=1.[CH3:14][O-:15].[Na+]. Product: [I:8][C:7]1[C:2]([O:15][CH3:14])=[N:3][C:4]([CH3:13])=[N:5][C:6]=1[C:9]([F:12])([F:11])[F:10]. The catalyst class is: 5. (2) Reactant: [CH2:1]([O:3][C:4]1[CH:9]=[CH:8][C:7]([C:10]2[CH:15]=[CH:14][C:13]([CH2:16][CH2:17][C:18]3(O)[CH2:23][CH2:22][CH:21]([CH:24]4[CH2:29][CH2:28][CH:27]([CH2:30][CH2:31][CH3:32])[CH2:26][CH2:25]4)[CH2:20][O:19]3)=[C:12]([F:34])[C:11]=2[F:35])=[C:6]([F:36])[C:5]=1[F:37])[CH3:2].C1(C)C=CC(S(Cl)(=O)=O)=CC=1. Product: [CH2:1]([O:3][C:4]1[CH:9]=[CH:8][C:7]([C:10]2[CH:15]=[CH:14][C:13]([CH2:16][CH2:17][C:18]3[O:19][CH2:20][CH:21]([CH:24]4[CH2:29][CH2:28][CH:27]([CH2:30][CH2:31][CH3:32])[CH2:26][CH2:25]4)[CH2:22][CH:23]=3)=[C:12]([F:34])[C:11]=2[F:35])=[C:6]([F:36])[C:5]=1[F:37])[CH3:2]. The catalyst class is: 11. (3) Reactant: [CH3:1][CH2:2][CH2:3][CH2:4][CH2:5][CH2:6][CH2:7][CH2:8][CH2:9][CH2:10][CH2:11][C:12]([O:14][CH2:15][C@@H:16]([OH:25])[C@H:17]1[O:22][C:20](=[O:21])[C:19]([OH:23])=[C:18]1[OH:24])=[O:13]. Product: [CH2:15]([OH:14])[C@@H:16]([OH:25])[C@H:17]1[O:22][C:20](=[O:21])[C:19]([OH:23])=[C:18]1[OH:24].[C:12]([OH:14])(=[O:13])[CH2:11][CH2:10][CH2:9][CH2:8][CH2:7][CH2:6][CH2:5][CH2:4][CH2:3][CH2:2][CH3:1]. The catalyst class is: 10. (4) Reactant: [ClH:1].C(OC([N:9]1[CH2:13][CH2:12][CH:11]([C:14]2[CH:19]=[CH:18][C:17]([S:20]([C:23]3[CH:28]=[CH:27][CH:26]=[C:25]([F:29])[CH:24]=3)(=[O:22])=[O:21])=[CH:16][C:15]=2[O:30][CH2:31][CH2:32][OH:33])[CH2:10]1)=O)(C)(C)C. Product: [ClH:1].[F:29][C:25]1[CH:24]=[C:23]([S:20]([C:17]2[CH:18]=[CH:19][C:14]([CH:11]3[CH2:12][CH2:13][NH:9][CH2:10]3)=[C:15]([CH:16]=2)[O:30][CH2:31][CH2:32][OH:33])(=[O:21])=[O:22])[CH:28]=[CH:27][CH:26]=1. The catalyst class is: 12. (5) Reactant: [CH2:1]([N:4]1[C:13](=[O:14])[C:12]2[NH:11][C:10]([C:15]3[O:19][N:18]=[C:17]([O:20][CH2:21][C:22](O)=[O:23])[CH:16]=3)=[N:9][C:8]=2[N:7]([CH2:25][CH2:26][CH3:27])[C:5]1=[O:6])[CH2:2][CH3:3].[CH2:28]1[O:37][C:36]2[CH:35]=[CH:34][C:32]([NH2:33])=[CH:31][C:30]=2[O:29]1.CCN=C=NCCCN(C)C.Cl.C1C=CC2N(O)N=NC=2C=1. Product: [CH3:27][CH2:26][CH2:25][N:7]1[C:5](=[O:6])[N:4]([CH2:1][CH2:2][CH3:3])[C:13](=[O:14])[C:12]2[C:8]1=[N:9]/[C:10](/[N:11]=2)=[C:15]1/[CH:16]=[C:17]([O:20][CH2:21][C:22]([NH:33][C:32]2[CH:34]=[CH:35][C:36]3[O:37][CH2:28][O:29][C:30]=3[CH:31]=2)=[O:23])[NH:18][O:19]/1. The catalyst class is: 9. (6) Reactant: [NH2:1][C:2]1[CH:16]=[CH:15][C:5]([CH2:6][P:7](=[O:14])([O:11][CH2:12][CH3:13])[O:8][CH2:9][CH3:10])=[CH:4][CH:3]=1.[Cl:17][C:18]1[CH:19]=[C:20]([C:25]2[O:29][N:28]=[CH:27][C:26]=2[CH2:30][CH2:31][C:32](O)=[O:33])[CH:21]=[CH:22][C:23]=1[F:24].ON1C2N=CC=CC=2N=N1.C(N=C=NCCCN(C)C)C.Cl. Product: [Cl:17][C:18]1[CH:19]=[C:20]([C:25]2[O:29][N:28]=[CH:27][C:26]=2[CH2:30][CH2:31][C:32]([NH:1][C:2]2[CH:3]=[CH:4][C:5]([CH2:6][P:7]([O:8][CH2:9][CH3:10])([O:11][CH2:12][CH3:13])=[O:14])=[CH:15][CH:16]=2)=[O:33])[CH:21]=[CH:22][C:23]=1[F:24]. The catalyst class is: 9. (7) The catalyst class is: 391. Product: [OH:21][C:23]1([CH2:22][O:1][C:2]2[CH:7]=[C:6]([CH3:8])[C:5]([C:9]3[C:14]([CH3:15])=[CH:13][CH:12]=[C:11]([C:16]([O:18][CH3:19])=[O:17])[CH:10]=3)=[C:4]([CH3:20])[CH:3]=2)[CH2:28][CH2:27][S:26][CH2:25][CH2:24]1. Reactant: [OH:1][C:2]1[CH:7]=[C:6]([CH3:8])[C:5]([C:9]2[C:14]([CH3:15])=[CH:13][CH:12]=[C:11]([C:16]([O:18][CH3:19])=[O:17])[CH:10]=2)=[C:4]([CH3:20])[CH:3]=1.[O:21]1[C:23]2([CH2:28][CH2:27][S:26][CH2:25][CH2:24]2)[CH2:22]1.C(=O)([O-])[O-].[K+].[K+].